Dataset: Full USPTO retrosynthesis dataset with 1.9M reactions from patents (1976-2016). Task: Predict the reactants needed to synthesize the given product. (1) Given the product [N:1]1[CH:6]=[CH:5][N:4]=[CH:3][C:2]=1[C@@H:7]([NH:9][C:10]([C:12]1[CH:13]=[C:14]([C:19]2[CH:24]=[CH:23][C:22]([CH3:25])=[CH:21][CH:20]=2)[CH:15]=[C:16]([N:26]2[C:30]3[CH:31]=[CH:32][CH:33]=[CH:34][C:29]=3[NH:28][C:27]2=[O:35])[CH:17]=1)=[O:11])[CH3:8], predict the reactants needed to synthesize it. The reactants are: [N:1]1[CH:6]=[CH:5][N:4]=[CH:3][C:2]=1[C@@H:7]([NH:9][C:10]([C:12]1[CH:13]=[C:14]([C:19]2[CH:24]=[CH:23][C:22]([CH3:25])=[CH:21][CH:20]=2)[CH:15]=[C:16](I)[CH:17]=1)=[O:11])[CH3:8].[NH:26]1[C:30]2[CH:31]=[CH:32][CH:33]=[CH:34][C:29]=2[NH:28][C:27]1=[O:35].[O-]P([O-])([O-])=O.[K+].[K+].[K+].CNC1CCCCC1NC. (2) The reactants are: [NH2:1][C:2]1[N:10]=[C:9]([F:11])[N:8]=[C:7]2[C:3]=1[N:4]=[C:5]([CH2:22][C:23]1[C:31]([I:32])=[CH:30][C:26]3[O:27][CH2:28][O:29][C:25]=3[CH:24]=1)[N:6]2[CH2:12][CH2:13][N:14]([CH:19]([CH3:21])[CH3:20])[CH2:15][CH2:16][CH2:17][OH:18].Cl[S:34]([NH2:37])(=[O:36])=[O:35].C([O-])([O-])=O.[Ca+2]. Given the product [NH2:1][C:2]1[N:10]=[C:9]([F:11])[N:8]=[C:7]2[C:3]=1[N:4]=[C:5]([CH2:22][C:23]1[C:31]([I:32])=[CH:30][C:26]3[O:27][CH2:28][O:29][C:25]=3[CH:24]=1)[N:6]2[CH2:12][CH2:13][N:14]([CH:19]([CH3:21])[CH3:20])[CH2:15][CH2:16][CH2:17][O:18][S:34](=[O:36])(=[O:35])[NH2:37], predict the reactants needed to synthesize it.